Predict the reactants needed to synthesize the given product. From a dataset of Full USPTO retrosynthesis dataset with 1.9M reactions from patents (1976-2016). (1) Given the product [F:1][C:2]1[C:3](=[O:18])[NH:4][C:5](=[O:17])[NH:6][CH:16]=1, predict the reactants needed to synthesize it. The reactants are: [F:1][C:2]1[C:3](=[O:18])[NH:4][C:5](=[O:17])[N:6]([CH:16]=1)[C@@H]1O[C@H](CO)[C@@H](O)[C@H]1O. (2) Given the product [OH:25][CH:26]1[CH2:31][CH2:30][N:29]([C:3]2[N:4]=[C:5]([NH:14][C:15]3[CH:20]=[CH:19][CH:18]=[C:17]([C:21]([F:24])([F:23])[F:22])[CH:16]=3)[C:6]3[C:12](=[O:13])[NH:11][CH:10]=[CH:9][C:7]=3[N:8]=2)[CH2:28][CH2:27]1, predict the reactants needed to synthesize it. The reactants are: CS[C:3]1[N:4]=[C:5]([NH:14][C:15]2[CH:20]=[CH:19][CH:18]=[C:17]([C:21]([F:24])([F:23])[F:22])[CH:16]=2)[C:6]2[C:12](=[O:13])[NH:11][CH:10]=[CH:9][C:7]=2[N:8]=1.[OH:25][CH:26]1[CH2:31][CH2:30][NH:29][CH2:28][CH2:27]1. (3) Given the product [C:1]([O:5][C:6]([N:8]([CH3:10])[NH:9][C:16]1[CH:15]=[CH:14][CH:13]=[C:12]([F:11])[C:17]=1[F:18])=[O:7])([CH3:4])([CH3:3])[CH3:2], predict the reactants needed to synthesize it. The reactants are: [C:1]([O:5][C:6]([N:8]([CH3:10])[NH2:9])=[O:7])([CH3:4])([CH3:3])[CH3:2].[F:11][C:12]1[C:17]([F:18])=[CH:16][CH:15]=[CH:14][C:13]=1B(O)O.C(N(CC)CC)C. (4) The reactants are: [NH:1]1[CH2:6][CH2:5][S:4][CH2:3][CH2:2]1.[Br:7][C:8]1[CH:9]=[CH:10][C:11](I)=[N:12][CH:13]=1.CC1(C)C2C(=C(P(C3C=CC=CC=3)C3C=CC=CC=3)C=CC=2)OC2C(P(C3C=CC=CC=3)C3C=CC=CC=3)=CC=CC1=2.C(O[Na])(C)(C)C. Given the product [Br:7][C:8]1[CH:9]=[CH:10][C:11]([N:1]2[CH2:6][CH2:5][S:4][CH2:3][CH2:2]2)=[N:12][CH:13]=1, predict the reactants needed to synthesize it. (5) Given the product [Cl:1][C:2]1[N:10]=[C:9]2[C:5]([N:6]=[C:7]([CH2:13][N:14]3[CH2:19][CH2:18][N:17]([CH2:30][C:31]([NH2:33])=[O:32])[C@@H:16]([CH:20]([CH3:22])[CH3:21])[CH2:15]3)[N:8]2[CH2:11][CH3:12])=[C:4]([N:23]2[CH2:28][CH2:27][O:26][CH2:25][CH2:24]2)[N:3]=1, predict the reactants needed to synthesize it. The reactants are: [Cl:1][C:2]1[N:10]=[C:9]2[C:5]([N:6]=[C:7]([CH2:13][N:14]3[CH2:19][CH2:18][NH:17][C@@H:16]([CH:20]([CH3:22])[CH3:21])[CH2:15]3)[N:8]2[CH2:11][CH3:12])=[C:4]([N:23]2[CH2:28][CH2:27][O:26][CH2:25][CH2:24]2)[N:3]=1.Br[CH2:30][C:31]([NH2:33])=[O:32].C(=O)([O-])[O-].[K+].[K+]. (6) Given the product [Cl:1][C:2]1[CH:7]=[CH:6][C:5]([C@H:8]2[N:15]3[C:11]([S:12][C:13]([C:19]([N:21]4[C@H:22]([C:23]([N:42]5[CH2:43][CH2:44][N:39]([CH3:38])[C@H:40]([CH3:45])[CH2:41]5)=[O:25])[CH2:26][CH2:27][C:28]4=[O:29])=[O:20])=[C:14]3[CH:16]([CH3:18])[CH3:17])=[N:10][C@:9]2([C:31]2[CH:32]=[CH:33][C:34]([Cl:37])=[CH:35][CH:36]=2)[CH3:30])=[CH:4][CH:3]=1, predict the reactants needed to synthesize it. The reactants are: [Cl:1][C:2]1[CH:7]=[CH:6][C:5]([C@H:8]2[N:15]3[C:11]([S:12][C:13]([C:19]([N:21]4[C:28](=[O:29])[CH2:27][CH2:26][C@H:22]4[C:23]([OH:25])=O)=[O:20])=[C:14]3[CH:16]([CH3:18])[CH3:17])=[N:10][C@:9]2([C:31]2[CH:36]=[CH:35][C:34]([Cl:37])=[CH:33][CH:32]=2)[CH3:30])=[CH:4][CH:3]=1.[CH3:38][N:39]1[CH2:44][CH2:43][NH:42][CH2:41][C@H:40]1[CH3:45]. (7) Given the product [NH2:1][C:2]1[N:7]=[C:6]([C:8]2[O:9][C:10]([Br:17])=[CH:11][CH:12]=2)[C:5]([C:13]#[N:14])=[C:4]([S:15][CH3:16])[N:3]=1, predict the reactants needed to synthesize it. The reactants are: [NH2:1][C:2]1[N:7]=[C:6]([C:8]2[O:9][CH:10]=[CH:11][CH:12]=2)[C:5]([C:13]#[N:14])=[C:4]([S:15][CH3:16])[N:3]=1.[Br:17]N1C(=O)CCC1=O. (8) Given the product [OH:1][C:2]1[C:9]([O:10][CH:11]([CH3:13])[CH3:12])=[C:8]([N+:14]([O-:16])=[O:15])[CH:7]=[CH:6][C:3]=1[C:4]([OH:22])=[O:5], predict the reactants needed to synthesize it. The reactants are: [OH:1][C:2]1[C:9]([O:10][CH:11]([CH3:13])[CH3:12])=[C:8]([N+:14]([O-:16])=[O:15])[CH:7]=[CH:6][C:3]=1[CH:4]=[O:5].CC(=CC)C.[O-:22]Cl=O.[Na+].[OH-].[Na+].